From a dataset of Forward reaction prediction with 1.9M reactions from USPTO patents (1976-2016). Predict the product of the given reaction. Given the reactants [OH:1][C:2]1[CH:11]=[C:10]2[C:5]([C:6](=[O:20])[C:7]([C:12]3[CH:17]=[CH:16][C:15]([O:18][CH3:19])=[CH:14][CH:13]=3)=[CH:8][O:9]2)=[CH:4][CH:3]=1.[CH2:21]([CH:23]1[O:25][CH2:24]1)Cl.C(=O)([O-])[O-].[K+].[K+], predict the reaction product. The product is: [CH3:19][O:18][C:15]1[CH:16]=[CH:17][C:12]([C:7]2[C:6](=[O:20])[C:5]3[C:10](=[CH:11][C:2]([O:1][CH2:21][CH:23]4[CH2:24][O:25]4)=[CH:3][CH:4]=3)[O:9][CH:8]=2)=[CH:13][CH:14]=1.